From a dataset of Full USPTO retrosynthesis dataset with 1.9M reactions from patents (1976-2016). Predict the reactants needed to synthesize the given product. (1) Given the product [Br:1][C:2]1[CH:7]=[CH:6][C:5]([S:8]([C:17]2[CH:18]=[CH:19][C:14]([F:13])=[CH:15][CH:16]=2)(=[O:10])=[O:9])=[C:4]([F:12])[CH:3]=1, predict the reactants needed to synthesize it. The reactants are: [Br:1][C:2]1[CH:7]=[CH:6][C:5]([S:8](Cl)(=[O:10])=[O:9])=[C:4]([F:12])[CH:3]=1.[F:13][C:14]1[CH:19]=[CH:18][CH:17]=[CH:16][CH:15]=1. (2) Given the product [Cl:31][C:23]1[N:22]=[C:21]2[N:25]=[CH:26][CH:27]=[CH:28][C:20]2=[N:19][C:18]=1[C:17]([F:30])([F:29])[F:16], predict the reactants needed to synthesize it. The reactants are: FC(F)(F)C1N=C2N=CC=CC2=NC=1O.[F:16][C:17]([F:30])([F:29])[C:18]1[N:19]=[C:20]2[CH:28]=[CH:27][CH:26]=[N:25][C:21]2=[N:22][C:23]=1O.[Cl:31]C1N=C2C=CC=NC2=NC=1C(F)(F)F. (3) Given the product [NH2:15][C:14]1[C:13]2[C:8](=[CH:9][CH:10]=[C:11]([Cl:16])[CH:12]=2)[NH:7][C:6]=1[C:4]([O:3][CH2:1][CH3:2])=[O:5], predict the reactants needed to synthesize it. The reactants are: [CH2:1]([O:3][C:4]([C:6]1[N:7](C(=O)C(F)(F)F)[C:8]2[C:13]([C:14]=1[NH2:15])=[CH:12][C:11]([Cl:16])=[CH:10][CH:9]=2)=[O:5])[CH3:2].C(O)C.C(=O)([O-])[O-].[K+].[K+]. (4) Given the product [CH2:1]([O:4][C:5]1([CH3:45])[CH2:10][CH2:9][N:8]([C:11]2[C:12]3[N:13]([N:28]=[C:29]([C:31]4[CH:32]=[C:33]([C:37]5[CH:42]=[C:41]([CH3:43])[CH:40]=[CH:39][C:38]=5[O:44][C@H:49]([CH2:48][CH:47]=[CH2:46])[CH3:50])[CH:34]=[CH:35][CH:36]=4)[CH:30]=3)[CH:14]=[C:15]([CH3:27])[C:16]=2[C@H:17]([O:22][C:23]([CH3:25])([CH3:24])[CH3:26])[C:18]([O:20][CH3:21])=[O:19])[CH2:7][CH2:6]1)[CH:2]=[CH2:3], predict the reactants needed to synthesize it. The reactants are: [CH2:1]([O:4][C:5]1([CH3:45])[CH2:10][CH2:9][N:8]([C:11]2[C:12]3[N:13]([N:28]=[C:29]([C:31]4[CH:32]=[C:33]([C:37]5[CH:42]=[C:41]([CH3:43])[CH:40]=[CH:39][C:38]=5[OH:44])[CH:34]=[CH:35][CH:36]=4)[CH:30]=3)[CH:14]=[C:15]([CH3:27])[C:16]=2[C@H:17]([O:22][C:23]([CH3:26])([CH3:25])[CH3:24])[C:18]([O:20][CH3:21])=[O:19])[CH2:7][CH2:6]1)[CH:2]=[CH2:3].[CH3:46][C@@H:47](O)[CH2:48][CH:49]=[CH2:50].C1C=CC(P(C2C=CC=CC=2)C2C=CC=CC=2)=CC=1.CCOC(/N=N/C(OCC)=O)=O. (5) Given the product [F:1][C:2]1[CH:10]=[CH:9][CH:8]=[C:7]2[C:3]=1[C:4]([I:11])=[N:5][N:6]2[C:12]([O:14][C:15]([CH3:18])([CH3:17])[CH3:16])=[O:13], predict the reactants needed to synthesize it. The reactants are: [F:1][C:2]1[CH:10]=[CH:9][CH:8]=[C:7]2[C:3]=1[C:4]([I:11])=[N:5][NH:6]2.[C:12](O[C:12]([O:14][C:15]([CH3:18])([CH3:17])[CH3:16])=[O:13])([O:14][C:15]([CH3:18])([CH3:17])[CH3:16])=[O:13]. (6) Given the product [Cl:10][C:11]1[N:12]([CH2:25][C:24]2[CH:27]=[CH:28][C:21]([Cl:20])=[CH:22][CH:23]=2)[CH:13]=[C:14]([O:18][CH3:19])[C:15](=[O:17])[N:16]=1, predict the reactants needed to synthesize it. The reactants are: CCN(C(C)C)C(C)C.[Cl:10][C:11]1[N:16]=[C:15]([OH:17])[C:14]([O:18][CH3:19])=[CH:13][N:12]=1.[Cl:20][C:21]1[CH:28]=[CH:27][C:24]([CH2:25]Br)=[CH:23][CH:22]=1.[NH4+].[Cl-].